From a dataset of Tox21: 12 toxicity assays (nuclear receptors and stress response pathways). Binary classification across 12 toxicity assays. (1) The compound is N#CCc1ccccc1[N+](=O)[O-]. It tested positive (active) for: NR-AhR (Aryl hydrocarbon Receptor agonist activity). (2) The drug is O=c1c2ccccc2c(=O)c2c1cc(Cl)c1[nH]c3c([nH]c12)c(Cl)cc1c(=O)c2ccccc2c(=O)c13. It tested positive (active) for: NR-AhR (Aryl hydrocarbon Receptor agonist activity). (3) It tested positive (active) for: NR-AR (Androgen Receptor agonist activity), NR-AR-LBD (Androgen Receptor Ligand Binding Domain agonist), NR-ER (Estrogen Receptor agonist activity), and NR-ER-LBD (Estrogen Receptor Ligand Binding Domain agonist). The compound is C#C[C@]1(OC(C)=O)CC[C@H]2[C@@H]3CCC4=CC(=O)CC[C@@H]4[C@H]3CC[C@@]21C. (4) The compound is O=C1c2ccccc2C(=O)N1SC1CCCCC1. It tested positive (active) for: SR-HSE (Heat Shock Element response), and SR-MMP (Mitochondrial Membrane Potential disruption). (5) The molecule is CCC(C)Nc1ccc(NC(C)CC)cc1. It tested positive (active) for: SR-HSE (Heat Shock Element response), and SR-MMP (Mitochondrial Membrane Potential disruption). (6) The compound is O=C(O)Cn1c2ccccc2c(=O)c2ccccc21. It tested positive (active) for: NR-ER (Estrogen Receptor agonist activity), and SR-p53 (p53 tumor suppressor activation). (7) The drug is Cc1cccc([N+](=O)[O-])c1[N+](=O)[O-]. It tested positive (active) for: SR-ARE (Antioxidant Response Element (oxidative stress)). (8) The molecule is O=[N+]([O-])c1ccc(Oc2ccc(N=C=S)cc2)cc1. It tested positive (active) for: NR-Aromatase (Aromatase enzyme inhibition), and SR-p53 (p53 tumor suppressor activation). (9) The compound is [Cu]I. It tested positive (active) for: SR-HSE (Heat Shock Element response).